This data is from Reaction yield outcomes from USPTO patents with 853,638 reactions. The task is: Predict the reaction yield, written as a fraction of the theoretical maximum amount of product (1.0 means a 100% yield; for example, 0.34 means a 34% yield). (1) The reactants are [OH:1][CH2:2][C@H:3]([NH:14][C:15](=[O:27])[C:16]1[CH:21]=[C:20](I)[CH:19]=[CH:18][C:17]=1[O:23][CH:24]([CH3:26])[CH3:25])[CH2:4][C:5]1[C:13]2[C:8](=[CH:9][CH:10]=[CH:11][CH:12]=2)[NH:7][CH:6]=1.[CH2:28]([CH:31]1[CH2:35][CH2:34][CH2:33][CH2:32]1)[C:29]#[CH:30]. The catalyst is C(NCC)C.[Cu]I. The product is [CH:31]1([CH2:28][C:29]#[C:30][C:20]2[CH:19]=[CH:18][C:17]([O:23][CH:24]([CH3:26])[CH3:25])=[C:16]([CH:21]=2)[C:15]([NH:14][C@@H:3]([CH2:2][OH:1])[CH2:4][C:5]2[C:13]3[C:8](=[CH:9][CH:10]=[CH:11][CH:12]=3)[NH:7][CH:6]=2)=[O:27])[CH2:35][CH2:34][CH2:33][CH2:32]1. The yield is 0.500. (2) The yield is 0.280. The reactants are [Br:1][C:2]1[CH:12]=[CH:11][C:5]2[N:6]=[C:7](SC)[S:8][C:4]=2[CH:3]=1.[Br-].[CH2:14]([Zn+])[C:15]1[CH:20]=[CH:19][CH:18]=[CH:17][CH:16]=1. The catalyst is C1C=CC([P]([Pd]([P](C2C=CC=CC=2)(C2C=CC=CC=2)C2C=CC=CC=2)([P](C2C=CC=CC=2)(C2C=CC=CC=2)C2C=CC=CC=2)[P](C2C=CC=CC=2)(C2C=CC=CC=2)C2C=CC=CC=2)(C2C=CC=CC=2)C2C=CC=CC=2)=CC=1.CCOC(C)=O. The product is [CH2:14]([C:7]1[S:8][C:4]2[CH:3]=[C:2]([Br:1])[CH:12]=[CH:11][C:5]=2[N:6]=1)[C:15]1[CH:20]=[CH:19][CH:18]=[CH:17][CH:16]=1. (3) The reactants are [OH-].[Li+].[CH3:3][S:4]([NH:7][C:8]1[CH:9]=[C:10]([CH:16]=[C:17]([N:19]2[CH2:24][CH2:23][O:22][CH2:21][CH2:20]2)[CH:18]=1)[C:11]([O:13]CC)=[O:12])(=[O:6])=[O:5]. The catalyst is C1COCC1.O. The product is [CH3:3][S:4]([NH:7][C:8]1[CH:9]=[C:10]([CH:16]=[C:17]([N:19]2[CH2:20][CH2:21][O:22][CH2:23][CH2:24]2)[CH:18]=1)[C:11]([OH:13])=[O:12])(=[O:5])=[O:6]. The yield is 0.710. (4) The reactants are [CH3:1][O:2][C:3]1[CH:8]=[CH:7][C:6]([N+:9]([O-:11])=[O:10])=[CH:5][C:4]=1[N:12]1[CH2:17][CH2:16][NH:15][CH2:14][CH2:13]1.[CH:18]([S:20]([CH3:23])(=[O:22])=[O:21])=[CH2:19]. The catalyst is CC(O)C. The product is [CH3:1][O:2][C:3]1[CH:8]=[CH:7][C:6]([N+:9]([O-:11])=[O:10])=[CH:5][C:4]=1[N:12]1[CH2:17][CH2:16][N:15]([CH2:19][CH2:18][S:20]([CH3:23])(=[O:22])=[O:21])[CH2:14][CH2:13]1. The yield is 0.690. (5) The product is [CH3:16][O:15][C:12]1[N:11]=[CH:10][C:9]([CH2:8][NH:7][C:17]2[CH:22]=[CH:21][C:20]([CH2:23][C:24]3[C:32]4[C:27](=[N:28][CH:29]=[CH:30][N:31]=4)[NH:26][CH:25]=3)=[CH:19][N:18]=2)=[CH:14][CH:13]=1. The yield is 0.385. The catalyst is C(#N)C. The reactants are C(OC(=O)[N:7]([C:17]1[CH:22]=[CH:21][C:20]([CH:23](O)[C:24]2[C:32]3[C:27](=[N:28][CH:29]=[CH:30][N:31]=3)[NH:26][CH:25]=2)=[CH:19][N:18]=1)[CH2:8][C:9]1[CH:10]=[N:11][C:12]([O:15][CH3:16])=[CH:13][CH:14]=1)(C)(C)C.C([SiH](CC)CC)C.FC(F)(F)C(O)=O.C(=O)([O-])[O-].[K+].[K+]. (6) The reactants are [N:1]1[CH:6]=[CH:5][C:4]([NH:7][C:8]2[CH:13]=[CH:12][C:11]([C:14]3[C:18]4[CH2:19][C:20]5[S:21][CH:22]=[CH:23][C:24]=5[C:17]=4[N:16](COCC[Si](C)(C)C)[N:15]=3)=[CH:10][CH:9]=2)=[CH:3][CH:2]=1.[ClH:33]. The catalyst is CO. The product is [ClH:33].[S:21]1[CH:22]=[CH:23][C:24]2[C:17]3[NH:16][N:15]=[C:14]([C:11]4[CH:10]=[CH:9][C:8]([NH:7][C:4]5[CH:3]=[CH:2][N:1]=[CH:6][CH:5]=5)=[CH:13][CH:12]=4)[C:18]=3[CH2:19][C:20]1=2. The yield is 0.710. (7) The catalyst is CCCCO. The product is [NH:15]1[C:19]2[CH:20]=[CH:21][C:22]([C:24]3[NH:13][C:12]4[N:11]([N:10]=[C:9]([CH3:14])[C:8]=4[CH2:1][C:2]4[CH:3]=[CH:4][CH:5]=[CH:6][CH:7]=4)[C:26](=[O:27])[CH:25]=3)=[CH:23][C:18]=2[N:17]=[N:16]1. The reactants are [CH2:1]([C:8]1[C:9]([CH3:14])=[N:10][NH:11][C:12]=1[NH2:13])[C:2]1[CH:7]=[CH:6][CH:5]=[CH:4][CH:3]=1.[NH:15]1[C:19]2[CH:20]=[CH:21][C:22]([C:24](=O)[CH2:25][C:26](OCC)=[O:27])=[CH:23][C:18]=2[N:17]=[N:16]1.CC1C=CC(S(O)(=O)=O)=CC=1. The yield is 0.500. (8) The reactants are [F:1][C:2]([F:14])([F:13])[O:3][C:4]1[CH:12]=[CH:11][C:7]([C:8]([OH:10])=O)=[CH:6][CH:5]=1.CCN(C(C)C)C(C)C.CN([C:27]([O:31]N1N=NC2C=CC=NC1=2)=[N+](C)C)C.F[P-](F)(F)(F)(F)F.[NH2:48][C:49]([CH3:68])([CH2:52][O:53][C:54]1[CH:55]=[CH:56][C:57]2[CH2:61][O:60][B:59]([OH:62])[C:58]=2[C:63]=1[O:64][CH:65]([CH3:67])C)[C:50]#[N:51]. The catalyst is CN(C=O)C. The product is [C:50]([C:49]([NH:48][C:8](=[O:10])[C:7]1[CH:6]=[CH:5][C:4]([O:3][C:2]([F:1])([F:14])[F:13])=[CH:12][CH:11]=1)([CH3:68])[CH2:52][O:53][C:54]1[CH:55]=[CH:56][C:57]2[CH2:61][O:60][B:59]([OH:62])[C:58]=2[C:63]=1[O:64][CH2:65][CH2:67][O:31][CH3:27])#[N:51]. The yield is 0.200.